Dataset: Forward reaction prediction with 1.9M reactions from USPTO patents (1976-2016). Task: Predict the product of the given reaction. (1) Given the reactants [F:1][C:2]1([F:12])[CH2:5][C:4]([C:9]([NH2:11])=O)([C:6]([NH2:8])=O)[CH2:3]1.[H-].[Al+3].[Li+].[H-].[H-].[H-], predict the reaction product. The product is: [F:1][C:2]1([F:12])[CH2:5][C:4]([CH2:9][NH2:11])([CH2:6][NH2:8])[CH2:3]1. (2) Given the reactants Br[CH:2]1[CH2:7][CH2:6][CH2:5][CH2:4][C:3]1=[O:8].[N-:9]=[N+:10]=[N-:11].[Na+], predict the reaction product. The product is: [N:9]([CH:2]1[CH2:7][CH2:6][CH2:5][CH2:4][C:3]1=[O:8])=[N+:10]=[N-:11]. (3) Given the reactants [CH2:1]([O:8][C:9]1[CH:14]=[CH:13][C:12]([C:15](=[S:17])[NH2:16])=[CH:11][C:10]=1[C:18]#[N:19])[C:2]1[CH:7]=[CH:6][CH:5]=[CH:4][CH:3]=1.Cl[CH:21]([CH:26]=O)[C:22]([O:24][CH3:25])=[O:23], predict the reaction product. The product is: [CH2:1]([O:8][C:9]1[CH:14]=[CH:13][C:12]([C:15]2[S:17][C:21]([C:22]([O:24][CH3:25])=[O:23])=[CH:26][N:16]=2)=[CH:11][C:10]=1[C:18]#[N:19])[C:2]1[CH:3]=[CH:4][CH:5]=[CH:6][CH:7]=1. (4) Given the reactants [C:1]([O:5][C:6]([N:8]1[CH2:11][CH:10]([O:12][C:13]2[CH:18]=[C:17]([Cl:19])[CH:16]=[CH:15][C:14]=2OS(C(F)(F)F)(=O)=O)[CH2:9]1)=[O:7])([CH3:4])([CH3:3])[CH3:2].[CH3:28][C:29]1[CH:30]=[C:31](B(O)O)[CH:32]=[CH:33][CH:34]=1.[O-]P([O-])([O-])=O.[K+].[K+].[K+].C(Cl)Cl, predict the reaction product. The product is: [C:1]([O:5][C:6]([N:8]1[CH2:11][CH:10]([O:12][C:13]2[CH:18]=[C:17]([Cl:19])[CH:16]=[CH:15][C:14]=2[C:33]2[CH:32]=[CH:31][CH:30]=[C:29]([CH3:28])[CH:34]=2)[CH2:9]1)=[O:7])([CH3:4])([CH3:3])[CH3:2]. (5) Given the reactants [NH2:1][C:2]1[C:7]2[C:8]([C:11]3[C:12]([F:27])=[C:13]4[C:17](=[CH:18][CH:19]=3)[N:16](C(OC(C)(C)C)=O)[CH2:15][CH2:14]4)=[CH:9][O:10][C:6]=2[CH:5]=[CH:4][N:3]=1.Cl.O1CCOCC1, predict the reaction product. The product is: [F:27][C:12]1[C:11]([C:8]2[C:7]3[C:2]([NH2:1])=[N:3][CH:4]=[CH:5][C:6]=3[O:10][CH:9]=2)=[CH:19][CH:18]=[C:17]2[C:13]=1[CH2:14][CH2:15][NH:16]2. (6) Given the reactants [Br:1][C:2]1[CH:3]=[C:4]2[C:8](=[CH:9][CH:10]=1)[NH:7][C:6]([C:11]1[CH:16]=[CH:15][C:14]([F:17])=[CH:13][CH:12]=1)=[C:5]2[C:18]([O:20]CC)=O.B(Br)(Br)Br.C(Cl)Cl.[CH3:30][NH2:31].C1COCC1, predict the reaction product. The product is: [Br:1][C:2]1[CH:3]=[C:4]2[C:8](=[CH:9][CH:10]=1)[NH:7][C:6]([C:11]1[CH:16]=[CH:15][C:14]([F:17])=[CH:13][CH:12]=1)=[C:5]2[C:18]([NH:31][CH3:30])=[O:20]. (7) The product is: [N:37]1([CH2:36][CH2:35][CH2:34][O:33][C:31]2[CH:30]=[CH:29][C:27]3[CH2:28][CH2:22][NH:23][CH2:24][CH2:25][C:26]=3[CH:32]=2)[CH2:38][CH2:39][CH2:40][CH2:41][CH2:42]1. Given the reactants C1(N)C(F)=C(F)C(F)=C(N)C=1F.Cl.Cl.C(OC([CH:22]1[CH2:28][C:27]2[CH:29]=[CH:30][C:31]([O:33][CH2:34][CH2:35][CH2:36][N:37]3[CH2:42][CH2:41][CH2:40][CH2:39][CH2:38]3)=[CH:32][C:26]=2[CH2:25][CH2:24][NH:23]1)=O)(C)(C)C.C(=O)(O)[O-].[Na+].C(Cl)Cl, predict the reaction product.